This data is from Full USPTO retrosynthesis dataset with 1.9M reactions from patents (1976-2016). The task is: Predict the reactants needed to synthesize the given product. (1) Given the product [N:31]1([CH2:36][C:28]2([OH:27])[CH2:29][CH2:42][CH2:37][CH2:38]2)[C:11]2[C:10]3[CH:9]=[CH:8][CH:7]=[CH:6][C:5]=3[N:4]=[CH:3][C:2]=2[N:1]=[CH:32]1, predict the reactants needed to synthesize it. The reactants are: [NH2:1][C:2]1[CH2:3][N:4](NCC2(O)CCCC2)[C:5]2[C:10]([CH:11]=1)=[CH:9][CH:8]=[CH:7][CH:6]=2.C([O:27][CH2:28][CH3:29])(OCC)OCC.Cl.[N:31]1[CH:36]=CC=C[CH:32]=1.[C:37]1(C)[CH:42]=CC=C[CH:38]=1. (2) The reactants are: [Cl:1][C:2]1[CH:3]=[C:4]([NH:15][C:16]2[C:25]3[C:20](=[CH:21][C:22]4[CH:29]=[C:28]([OH:30])[C:27]([O:31][CH3:32])=[CH:26][C:23]=4[CH:24]=3)[N:19]=[CH:18][C:17]=2[C:33]#[N:34])[CH:5]=[CH:6][C:7]=1[S:8][C:9]1[N:10]([CH3:14])[CH:11]=[CH:12][N:13]=1.C1(C)C=CC(S(O[CH2:45][CH2:46][Cl:47])(=O)=O)=CC=1.C(=O)([O-])[O-].[Cs+].[Cs+]. Given the product [Cl:47][CH2:46][CH2:45][O:30][C:28]1[C:27]([O:31][CH3:32])=[CH:26][C:23]2[CH:24]=[C:25]3[C:20](=[CH:21][C:22]=2[CH:29]=1)[N:19]=[CH:18][C:17]([C:33]#[N:34])=[C:16]3[NH:15][C:4]1[CH:5]=[CH:6][C:7]([S:8][C:9]2[N:10]([CH3:14])[CH:11]=[CH:12][N:13]=2)=[C:2]([Cl:1])[CH:3]=1, predict the reactants needed to synthesize it. (3) Given the product [CH3:39][N:40](/[CH:42]=[N:43]/[S:44]([C:47]1[CH:52]=[CH:51][C:50]([N:53]2[C:57]([CH2:58][C:59]3[CH:64]=[CH:63][CH:62]=[C:61]([CH3:65])[CH:60]=3)=[N:56][C:55](/[CH:66]=[CH:10]/[C:11]3[CH:16]=[CH:15][CH:14]=[CH:13][N:12]=3)=[N:54]2)=[C:49]([F:68])[CH:48]=1)(=[O:46])=[O:45])[CH3:41], predict the reactants needed to synthesize it. The reactants are: Cl.[Cl-].C1([P+](C2C=CC=CC=2)(C2C=CC=CC=2)[CH2:10][C:11]2[CH:16]=[CH:15][CH:14]=[CH:13][N:12]=2)C=CC=CC=1.C[Si]([N-][Si](C)(C)C)(C)C.[Na+].[CH3:39][N:40](/[CH:42]=[N:43]/[S:44]([C:47]1[CH:52]=[CH:51][C:50]([N:53]2[C:57]([CH2:58][C:59]3[CH:64]=[CH:63][CH:62]=[C:61]([CH3:65])[CH:60]=3)=[N:56][C:55]([CH:66]=O)=[N:54]2)=[C:49]([F:68])[CH:48]=1)(=[O:46])=[O:45])[CH3:41]. (4) The reactants are: O[C:2]1[C:11]2[C:6](=[CH:7][C:8]([O:12][CH3:13])=[CH:9][CH:10]=2)[N:5]=[C:4]([C:14]2[CH:19]=[CH:18][CH:17]=[CH:16][CH:15]=2)[CH:3]=1.O=P(Cl)(Cl)[Cl:22]. Given the product [Cl:22][C:2]1[C:11]2[C:6](=[CH:7][C:8]([O:12][CH3:13])=[CH:9][CH:10]=2)[N:5]=[C:4]([C:14]2[CH:19]=[CH:18][CH:17]=[CH:16][CH:15]=2)[CH:3]=1, predict the reactants needed to synthesize it.